From a dataset of Forward reaction prediction with 1.9M reactions from USPTO patents (1976-2016). Predict the product of the given reaction. (1) Given the reactants Cl.O1CCOCC1.CN(C(ON1N=NC2C=CC=NC1=2)=[N+](C)C)C.F[P-](F)(F)(F)(F)F.[C:32]([C:35]1[CH:36]=[CH:37][C:38]([CH3:49])=[C:39]([NH:41][C:42]([C@@H:44]2[CH2:48][CH2:47][CH2:46][NH:45]2)=[O:43])[CH:40]=1)(=[O:34])[CH3:33].Cl.[CH3:51][O:52][C:53]([NH:55][C@H:56]([C:60]1[CH:65]=[CH:64][CH:63]=[CH:62][CH:61]=1)[C:57](O)=[O:58])=[O:54].CCN(C(C)C)C(C)C, predict the reaction product. The product is: [C:32]([C:35]1[CH:36]=[CH:37][C:38]([CH3:49])=[C:39]([NH:41][C:42]([C@@H:44]2[CH2:48][CH2:47][CH2:46][N:45]2[C:57](=[O:58])[C@H:56]([NH:55][C:53](=[O:54])[O:52][CH3:51])[C:60]2[CH:65]=[CH:64][CH:63]=[CH:62][CH:61]=2)=[O:43])[CH:40]=1)(=[O:34])[CH3:33]. (2) Given the reactants Br[C:2]1[CH:3]=[C:4]([C:23]([NH2:25])=[O:24])[C:5]2[NH:6][C:7]3[C:12]([C:13]=2[CH:14]=1)=[CH:11][CH:10]=[C:9]([C:15]([N:17]1[CH2:22][CH2:21][O:20][CH2:19][CH2:18]1)=[O:16])[CH:8]=3.[CH:26](/B(O)O)=[CH:27]\[C:28]1[CH:33]=[CH:32][CH:31]=[CH:30][CH:29]=1.P([O-])([O-])([O-])=O.[K+].[K+].[K+], predict the reaction product. The product is: [N:17]1([C:15]([C:9]2[CH:8]=[C:7]3[C:12]([C:13]4[CH:14]=[C:2](/[CH:26]=[CH:27]/[C:28]5[CH:33]=[CH:32][CH:31]=[CH:30][CH:29]=5)[CH:3]=[C:4]([C:23]([NH2:25])=[O:24])[C:5]=4[NH:6]3)=[CH:11][CH:10]=2)=[O:16])[CH2:22][CH2:21][O:20][CH2:19][CH2:18]1. (3) Given the reactants C([N:8]1[CH2:13][CH2:12][C:11]([C:15]2[C:16]([C:37]3[CH:42]=[CH:41][N:40]=[CH:39][CH:38]=3)=[C:17]([C:30]3[CH:35]=[CH:34][C:33]([F:36])=[CH:32][CH:31]=3)[N:18]([Si:20]([CH:27]([CH3:29])[CH3:28])([CH:24]([CH3:26])[CH3:25])[CH:21]([CH3:23])[CH3:22])[CH:19]=2)([OH:14])[CH2:10][CH2:9]1)C1C=CC=CC=1, predict the reaction product. The product is: [F:36][C:33]1[CH:34]=[CH:35][C:30]([C:17]2[N:18]([Si:20]([CH:24]([CH3:26])[CH3:25])([CH:27]([CH3:29])[CH3:28])[CH:21]([CH3:22])[CH3:23])[CH:19]=[C:15]([C:11]3([OH:14])[CH2:10][CH2:9][NH:8][CH2:13][CH2:12]3)[C:16]=2[C:37]2[CH:38]=[CH:39][N:40]=[CH:41][CH:42]=2)=[CH:31][CH:32]=1. (4) Given the reactants [CH2:1]([C:8]1[CH:9]=[N:10][C:11]2[C:16]([C:17]=1[C:18]1[CH:19]=[C:20]([NH2:24])[CH:21]=[CH:22][CH:23]=1)=[CH:15][CH:14]=[CH:13][C:12]=2[C:25]([F:28])([F:27])[F:26])[C:2]1[CH:7]=[CH:6][CH:5]=[CH:4][CH:3]=1.[S:29]1[CH:33]=[CH:32][CH:31]=[C:30]1[CH:34]=O, predict the reaction product. The product is: [CH2:1]([C:8]1[CH:9]=[N:10][C:11]2[C:16]([C:17]=1[C:18]1[CH:19]=[C:20]([NH:24][CH2:34][C:30]3[S:29][CH:33]=[CH:32][CH:31]=3)[CH:21]=[CH:22][CH:23]=1)=[CH:15][CH:14]=[CH:13][C:12]=2[C:25]([F:28])([F:26])[F:27])[C:2]1[CH:3]=[CH:4][CH:5]=[CH:6][CH:7]=1. (5) Given the reactants [F:1][C:2]([F:33])([F:32])[C:3]1[CH:4]=[C:5]([CH:25]=[C:26]([C:28]([F:31])([F:30])[F:29])[CH:27]=1)[C:6]([N:8]1[CH2:13][CH2:12][NH:11][CH2:10][C@H:9]1[CH2:14][C:15]1[CH:24]=[CH:23][C:22]2[C:17](=[CH:18][CH:19]=[CH:20][CH:21]=2)[CH:16]=1)=[O:7].[ClH:34].[S:35]1[CH2:40][CH2:39][N:38]([CH2:41][C:42]#[C:43][CH2:44][Cl:45])[CH2:37][CH2:36]1.C(=O)([O-])[O-].[K+].[K+].[I-].[K+], predict the reaction product. The product is: [ClH:45].[ClH:34].[F:31][C:28]([F:29])([F:30])[C:26]1[CH:25]=[C:5]([CH:4]=[C:3]([C:2]([F:1])([F:32])[F:33])[CH:27]=1)[C:6]([N:8]1[CH2:13][CH2:12][N:11]([CH2:44][C:43]#[C:42][CH2:41][N:38]2[CH2:39][CH2:40][S:35][CH2:36][CH2:37]2)[CH2:10][C@H:9]1[CH2:14][C:15]1[CH:24]=[CH:23][C:22]2[C:17](=[CH:18][CH:19]=[CH:20][CH:21]=2)[CH:16]=1)=[O:7]. (6) Given the reactants [NH2:1][C:2]1[CH:7]=[CH:6][C:5]([S:8][C:9]2[CH:14]=[CH:13][C:12]([NH:15][C:16](=[O:26])[C:17]3[CH:22]=[CH:21][CH:20]=[C:19]([N:23]([CH3:25])[CH3:24])[CH:18]=3)=[CH:11][C:10]=2[N+:27]([O-:29])=[O:28])=[CH:4][CH:3]=1.N1C=CC=CC=1.Cl[C:37]([O:39][CH2:40][C:41](Cl)([Cl:43])[Cl:42])=[O:38].O, predict the reaction product. The product is: [Cl:42][CH:41]([Cl:43])[CH2:40][O:39][C:37](=[O:38])[NH:1][C:2]1[CH:7]=[CH:6][C:5]([S:8][C:9]2[CH:14]=[CH:13][C:12]([NH:15][C:16](=[O:26])[C:17]3[CH:22]=[CH:21][CH:20]=[C:19]([N:23]([CH3:25])[CH3:24])[CH:18]=3)=[CH:11][C:10]=2[N+:27]([O-:29])=[O:28])=[CH:4][CH:3]=1. (7) Given the reactants [CH2:1]([N:5]([CH2:36][CH2:37][CH2:38][CH3:39])[C:6]([C:8]1[C:12]([Cl:13])=[C:11]([CH3:14])[N:10]([C:15]2[CH:20]=[CH:19][C:18]([OH:21])=[CH:17][C:16]=2[C:22]([N:24]2[C@H:33]([CH2:34][OH:35])[CH2:32][C:31]3[C:26](=[CH:27][CH:28]=[CH:29][CH:30]=3)[CH2:25]2)=[O:23])[N:9]=1)=[O:7])[CH2:2][CH2:3][CH3:4].I[CH2:41][C:42]([O:44][CH2:45][CH3:46])=[O:43].C(=O)([O-])[O-].[K+].[K+], predict the reaction product. The product is: [CH2:45]([O:44][C:42](=[O:43])[CH2:41][O:21][C:18]1[CH:19]=[CH:20][C:15]([N:10]2[C:11]([CH3:14])=[C:12]([Cl:13])[C:8]([C:6](=[O:7])[N:5]([CH2:1][CH2:2][CH2:3][CH3:4])[CH2:36][CH2:37][CH2:38][CH3:39])=[N:9]2)=[C:16]([C:22]([N:24]2[C@H:33]([CH2:34][OH:35])[CH2:32][C:31]3[C:26](=[CH:27][CH:28]=[CH:29][CH:30]=3)[CH2:25]2)=[O:23])[CH:17]=1)[CH3:46]. (8) Given the reactants [C:1]([O:5][C:6]([NH:8][C@@H:9]([C:13]1[C:14]([F:42])=[C:15]([C:19]2[CH:24]=[C:23](Cl)[CH:22]=[C:21]([CH2:26][O:27][C:28]3[CH:33]=[CH:32][CH:31]=[CH:30][C:29]=3[CH2:34][C:35]([O:37][C:38]([CH3:41])([CH3:40])[CH3:39])=[O:36])[CH:20]=2)[CH:16]=[CH:17][CH:18]=1)[CH2:10][CH2:11][CH3:12])=[O:7])([CH3:4])([CH3:3])[CH3:2].[C:43]1(B(O)O)[CH:48]=[CH:47][CH:46]=[CH:45][CH:44]=1.[O-]P([O-])([O-])=O.[K+].[K+].[K+], predict the reaction product. The product is: [C:1]([O:5][C:6]([NH:8][C@@H:9]([C:13]1[C:14]([F:42])=[C:15]([C:19]2[CH:20]=[C:21]([CH2:26][O:27][C:28]3[CH:33]=[CH:32][CH:31]=[CH:30][C:29]=3[CH2:34][C:35]([O:37][C:38]([CH3:41])([CH3:40])[CH3:39])=[O:36])[CH:22]=[C:23]([C:43]3[CH:48]=[CH:47][CH:46]=[CH:45][CH:44]=3)[CH:24]=2)[CH:16]=[CH:17][CH:18]=1)[CH2:10][CH2:11][CH3:12])=[O:7])([CH3:4])([CH3:3])[CH3:2]. (9) Given the reactants C(=O)([O-])[O-:2].[K+].[K+].Br[C:8]1[CH:9]=[N:10][C:11]([N:14]2[C:22]3[C:17](=[CH:18][CH:19]=[C:20]([C:23]([N:25]4[CH2:30][CH2:29][O:28][CH2:27][CH2:26]4)=[O:24])[CH:21]=3)[C:16]([S:31][CH3:32])=[N:15]2)=[N:12][CH:13]=1.[CH3:33][C:34]1[CH:35]=[C:36](B(O)O)[CH:37]=[CH:38][CH:39]=1, predict the reaction product. The product is: [CH3:32][S:31]([C:16]1[C:17]2[C:22](=[CH:21][C:20]([C:23]([N:25]3[CH2:30][CH2:29][O:28][CH2:27][CH2:26]3)=[O:24])=[CH:19][CH:18]=2)[N:14]([C:11]2[N:10]=[CH:9][C:8]([C:38]3[CH:39]=[C:34]([CH3:33])[CH:35]=[CH:36][CH:37]=3)=[CH:13][N:12]=2)[N:15]=1)=[O:2].